Dataset: Full USPTO retrosynthesis dataset with 1.9M reactions from patents (1976-2016). Task: Predict the reactants needed to synthesize the given product. (1) Given the product [CH2:1]([N:8]1[C:20]2[CH:19]=[C:18]3[C:13]([CH:14]=[CH:15][N:16]=[C:17]3[N:21]3[CH2:22][CH2:23][NH:24][CH2:25][CH2:26]3)=[CH:12][C:11]=2[CH2:10][CH2:9]1)[C:2]1[CH:7]=[CH:6][CH:5]=[CH:4][CH:3]=1, predict the reactants needed to synthesize it. The reactants are: [CH2:1]([N:8]1[C:20]2[CH:19]=[C:18]3[C:13]([CH:14]=[CH:15][N:16]=[C:17]3[N:21]3[CH2:26][CH2:25][N:24](C(OC(C)(C)C)=O)[CH2:23][CH2:22]3)=[CH:12][C:11]=2[CH2:10][CH2:9]1)[C:2]1[CH:7]=[CH:6][CH:5]=[CH:4][CH:3]=1. (2) Given the product [CH3:15][N:9]1[C:10]2[C:6](=[CH:5][C:4]([N+:1]([O-:3])=[O:2])=[CH:12][CH:11]=2)[C:7]([C:13]#[N:14])=[N:8]1, predict the reactants needed to synthesize it. The reactants are: [N+:1]([C:4]1[CH:5]=[C:6]2[C:10](=[CH:11][CH:12]=1)[NH:9][N:8]=[C:7]2[C:13]#[N:14])([O-:3])=[O:2].[C:15]([O-])([O-])=O.[K+].[K+].CI.